Dataset: CYP2C9 inhibition data for predicting drug metabolism from PubChem BioAssay. Task: Regression/Classification. Given a drug SMILES string, predict its absorption, distribution, metabolism, or excretion properties. Task type varies by dataset: regression for continuous measurements (e.g., permeability, clearance, half-life) or binary classification for categorical outcomes (e.g., BBB penetration, CYP inhibition). Dataset: cyp2c9_veith. (1) The molecule is COc1cc2c(cc1O)C[C@@H]1c3c(cc(O)c(OC)c3-2)CCN1C. The result is 0 (non-inhibitor). (2) The drug is OC[C@@H]1O[C@@H](n2cnc3c(NC4CCCC4)ncnc32)[C@@H](O)[C@H]1O. The result is 0 (non-inhibitor). (3) The molecule is O=C(NCC1CCCO1)c1ccc(CS(=O)(=O)Cc2ccc(F)cc2)o1. The result is 0 (non-inhibitor).